The task is: Predict the product of the given reaction.. This data is from Forward reaction prediction with 1.9M reactions from USPTO patents (1976-2016). (1) Given the reactants [CH:1]1([C:6]2[C:14]3[C:9](=[CH:10][CH:11]=[CH:12][CH:13]=3)[NH:8][N:7]=2)[CH2:5][CH2:4][CH2:3][CH2:2]1.C(N(CC)CC)C.[CH3:22][O:23][C:24](=[O:35])[C:25]1[CH:30]=[CH:29][C:28]([S:31](Cl)(=[O:33])=[O:32])=[CH:27][CH:26]=1, predict the reaction product. The product is: [CH3:22][O:23][C:24](=[O:35])[C:25]1[CH:26]=[CH:27][C:28]([S:31]([N:8]2[C:9]3[C:14](=[CH:13][CH:12]=[CH:11][CH:10]=3)[C:6]([CH:1]3[CH2:2][CH2:3][CH2:4][CH2:5]3)=[N:7]2)(=[O:32])=[O:33])=[CH:29][CH:30]=1. (2) Given the reactants [CH:1](=[O:9])[C:2]1[C:3](=[CH:5][CH:6]=[CH:7][CH:8]=1)[OH:4].Br[CH2:11][C:12]([CH3:16])=[C:13]([CH3:15])[CH3:14], predict the reaction product. The product is: [CH3:11][C:12]1([CH3:16])[C:13]([CH3:15])([CH3:14])[C:5]2[CH:6]=[CH:7][CH:8]=[C:2]([CH:1]=[O:9])[C:3]=2[O:4]1.